This data is from Full USPTO retrosynthesis dataset with 1.9M reactions from patents (1976-2016). The task is: Predict the reactants needed to synthesize the given product. (1) Given the product [CH2:18]([O:1][CH2:2][CH2:3][CH2:4][C:5]1[CH:6]=[C:7]([CH:11]=[C:12]([O:16][CH3:17])[C:13]=1[O:14][CH3:15])[C:8]([OH:10])=[O:9])[C:19]1[CH:24]=[CH:23][CH:22]=[CH:21][CH:20]=1, predict the reactants needed to synthesize it. The reactants are: [OH:1][CH2:2][CH2:3][CH2:4][C:5]1[CH:6]=[C:7]([CH:11]=[C:12]([O:16][CH3:17])[C:13]=1[O:14][CH3:15])[C:8]([OH:10])=[O:9].[CH2:18](Br)[C:19]1[CH:24]=[CH:23][CH:22]=[CH:21][CH:20]=1. (2) Given the product [O:8]=[C:1]1[CH2:2][CH2:3][C:4](=[CH:16][C:17]([O:19][CH3:20])=[O:18])[CH2:5][CH2:6]1, predict the reactants needed to synthesize it. The reactants are: [C:1]1(=[O:8])[CH2:6][CH2:5][C:4](=O)[CH2:3][CH2:2]1.C1(P(C2C=CC=CC=2)(C2C=CC=CC=2)=[CH:16][C:17]([O:19][CH3:20])=[O:18])C=CC=CC=1. (3) The reactants are: [NH2:1][C:2]1[CH:23]=[CH:22][C:5]([O:6][C:7]2[C:12]([Br:13])=[CH:11][C:10]([CH2:14][CH:15]([F:20])[C:16]([O:18][CH3:19])=[O:17])=[CH:9][C:8]=2[Br:21])=[CH:4][C:3]=1[NH2:24].[Cl:25][C:26]([Cl:32])([Cl:31])[C:27](=N)OC.O. Given the product [Br:21][C:8]1[CH:9]=[C:10]([CH2:14][CH:15]([F:20])[C:16]([O:18][CH3:19])=[O:17])[CH:11]=[C:12]([Br:13])[C:7]=1[O:6][C:5]1[CH:22]=[CH:23][C:2]2[NH:1][C:27]([C:26]([Cl:32])([Cl:31])[Cl:25])=[N:24][C:3]=2[CH:4]=1, predict the reactants needed to synthesize it.